From a dataset of Catalyst prediction with 721,799 reactions and 888 catalyst types from USPTO. Predict which catalyst facilitates the given reaction. Reactant: [CH3:1][O:2][CH2:3][CH2:4][NH:5][C:6]([C:8]1[C:9]2[CH2:10][CH2:11][C:12]3([NH:21][C:22]=2[C:23]2[N:28]=[C:27]([CH3:29])[N:26]([CH3:30])[C:24]=2[CH:25]=1)[CH2:20][C:19]1[C:14](=[CH:15][CH:16]=[CH:17][CH:18]=1)[CH2:13]3)=[O:7].[ClH:31]. Product: [ClH:31].[CH3:1][O:2][CH2:3][CH2:4][NH:5][C:6]([C:8]1[C:9]2[CH2:10][CH2:11][C:12]3([NH:21][C:22]=2[C:23]2[N:28]=[C:27]([CH3:29])[N:26]([CH3:30])[C:24]=2[CH:25]=1)[CH2:20][C:19]1[C:14](=[CH:15][CH:16]=[CH:17][CH:18]=1)[CH2:13]3)=[O:7]. The catalyst class is: 5.